From a dataset of Reaction yield outcomes from USPTO patents with 853,638 reactions. Predict the reaction yield, written as a fraction of the theoretical maximum amount of product (1.0 means a 100% yield; for example, 0.34 means a 34% yield). (1) The reactants are [OH:1][C:2]1[CH:3]=[C:4]([CH:7]=[CH:8][CH:9]=1)[CH:5]=[O:6].I[CH:11]([CH3:13])[CH3:12].C(=O)([O-])[O-].[K+].[K+].O. The catalyst is C(O)(C)C. The product is [CH:11]([O:1][C:2]1[CH:3]=[C:4]([CH:7]=[CH:8][CH:9]=1)[CH:5]=[O:6])([CH3:13])[CH3:12]. The yield is 0.670. (2) The reactants are CCCS([C:7]1[O:8][C:9]2[CH:15]=[CH:14][C:13]([C:16]3[CH:23]=[CH:22][C:19]([C:20]#[N:21])=[CH:18][CH:17]=3)=[CH:12][C:10]=2[CH:11]=1)(=O)=O.Br.[CH3:25][C@@H:26]1[CH2:30][CH2:29][CH2:28][NH:27]1.C(=O)([O-])[O-].[Na+].[Na+].[C:37](#N)[CH3:38]. No catalyst specified. The product is [CH3:25][C@@H:26]1[CH2:30][CH2:29][CH2:28][N:27]1[CH2:37][CH2:38][C:7]1[O:8][C:9]2[CH:15]=[CH:14][C:13]([C:16]3[CH:17]=[CH:18][C:19]([C:20]#[N:21])=[CH:22][CH:23]=3)=[CH:12][C:10]=2[CH:11]=1. The yield is 0.340. (3) The reactants are Br[CH2:2][C:3]#[N:4].[C:5]1(=[O:15])[NH:9][C:8](=[O:10])[C:7]2=[CH:11][CH:12]=[CH:13][CH:14]=[C:6]12.[K].O. The catalyst is CN(C)C=O. The product is [O:10]=[C:8]1[C:7]2[C:6](=[CH:14][CH:13]=[CH:12][CH:11]=2)[C:5](=[O:15])[N:9]1[CH2:2][C:3]#[N:4]. The yield is 0.800. (4) The reactants are [CH3:1][C:2]1([CH3:31])[N:6]([CH2:7][C:8]2[CH:13]=[CH:12][N:11]=[C:10]([NH:14]C(=O)C)[CH:9]=2)[C:5](=[O:18])[N:4]([C:19]2[CH:24]=[CH:23][C:22]([S:25][C:26]([F:29])([F:28])[F:27])=[CH:21][CH:20]=2)[C:3]1=[O:30].C[O-].[Na+]. The catalyst is CO. The product is [NH2:14][C:10]1[CH:9]=[C:8]([CH2:7][N:6]2[C:2]([CH3:31])([CH3:1])[C:3](=[O:30])[N:4]([C:19]3[CH:24]=[CH:23][C:22]([S:25][C:26]([F:29])([F:28])[F:27])=[CH:21][CH:20]=3)[C:5]2=[O:18])[CH:13]=[CH:12][N:11]=1. The yield is 0.750. (5) The reactants are [NH2:1][C:2]1[C:7]2=[C:8]([C:18]3[CH:23]=[CH:22][C:21]([N+:24]([O-])=O)=[CH:20][CH:19]=3)[C:9](/[CH:11]=[CH:12]/[C:13]([O:15][CH2:16][CH3:17])=[O:14])=[CH:10][N:6]2[N:5]=[CH:4][N:3]=1. The catalyst is C(O)(=O)C.O=[Pt]=O. The product is [NH2:1][C:2]1[C:7]2=[C:8]([C:18]3[CH:19]=[CH:20][C:21]([NH2:24])=[CH:22][CH:23]=3)[C:9]([CH2:11][CH2:12][C:13]([O:15][CH2:16][CH3:17])=[O:14])=[CH:10][N:6]2[N:5]=[CH:4][N:3]=1. The yield is 0.900. (6) The reactants are [NH2:1][CH2:2][CH:3]([CH2:10][CH2:11][CH3:12])[CH2:4][C:5]([O:7]CC)=O.[OH:13][CH2:14][C:15](=[CH2:21])[C:16]([O:18][CH2:19][CH3:20])=[O:17].CCN(CC)CC. The product is [OH:13][CH2:14][CH:15]([CH2:21][N:1]1[CH2:2][CH:3]([CH2:10][CH2:11][CH3:12])[CH2:4][C:5]1=[O:7])[C:16]([O:18][CH2:19][CH3:20])=[O:17]. The yield is 0.370. The catalyst is CCO.C1COCC1. (7) The reactants are C[Si]([C:5]#[N:6])(C)C.[NH2:7][C:8]1[CH:16]=[CH:15][C:11]([C:12]([OH:14])=O)=[CH:10][CH:9]=1.[C:17]1(=O)[CH2:20][CH2:19][CH2:18]1. The catalyst is ClCCl. The product is [OH:14][CH2:12][C:11]1[CH:10]=[CH:9][C:8]([NH:7][C:17]2([C:5]#[N:6])[CH2:20][CH2:19][CH2:18]2)=[CH:16][CH:15]=1. The yield is 0.840. (8) The product is [C:1]1(=[C:5]2[NH:19][C:10](=[O:11])[C:9]3[CH:13]=[CH:14][CH:15]=[CH:16][C:8]=3[S:7]2)[CH2:4][CH2:3][CH2:2]1. The catalyst is CC(C)=O.O.C1(C)C=CC=CC=1. The reactants are [CH:1]1([C:5]([S:7][C:8]2[CH:16]=[CH:15][CH:14]=[CH:13][C:9]=2[C:10](O)=[O:11])=O)[CH2:4][CH2:3][CH2:2]1.C([N:19](CC)CC)C.ClC(OCC)=O.[N-]=[N+]=[N-].[Na+].C(P(CCCC)CCCC)CCC. The yield is 0.400. (9) The reactants are C[O:2][C:3](=O)/[CH:4]=[CH:5]/[C:6]1[CH:11]=[CH:10][CH:9]=[C:8]([F:12])[CH:7]=1.[H-].C([Al+]CC(C)C)C(C)C. The catalyst is ClCCl. The product is [F:12][C:8]1[CH:7]=[C:6]([CH:11]=[CH:10][CH:9]=1)/[CH:5]=[CH:4]/[CH2:3][OH:2]. The yield is 0.900. (10) The reactants are ClCCl.[C:4]([C:6]1[C:7]([NH:22][C:23](=[O:28])[C:24]([CH3:27])([CH3:26])[CH3:25])=[C:8]([O:20]C)[C:9]([F:19])=[C:10]([C:13]2[CH:18]=[CH:17][CH:16]=[CH:15][CH:14]=2)[C:11]=1[CH3:12])#[N:5].BrB(Br)Br.O. The catalyst is [Cl-].[Na+].O. The product is [C:4]([C:6]1[C:7]([NH:22][C:23](=[O:28])[C:24]([CH3:26])([CH3:25])[CH3:27])=[C:8]([OH:20])[C:9]([F:19])=[C:10]([C:13]2[CH:18]=[CH:17][CH:16]=[CH:15][CH:14]=2)[C:11]=1[CH3:12])#[N:5]. The yield is 0.880.